From a dataset of NCI-60 drug combinations with 297,098 pairs across 59 cell lines. Regression. Given two drug SMILES strings and cell line genomic features, predict the synergy score measuring deviation from expected non-interaction effect. (1) Drug 1: C1=CC(=CC=C1CCC2=CNC3=C2C(=O)NC(=N3)N)C(=O)NC(CCC(=O)O)C(=O)O. Drug 2: C1C(C(OC1N2C=NC3=C2NC=NCC3O)CO)O. Cell line: A498. Synergy scores: CSS=20.2, Synergy_ZIP=0.352, Synergy_Bliss=0.642, Synergy_Loewe=-13.5, Synergy_HSA=0.203. (2) Drug 1: CN1C2=C(C=C(C=C2)N(CCCl)CCCl)N=C1CCCC(=O)O.Cl. Drug 2: CC1CCC2CC(C(=CC=CC=CC(CC(C(=O)C(C(C(=CC(C(=O)CC(OC(=O)C3CCCCN3C(=O)C(=O)C1(O2)O)C(C)CC4CCC(C(C4)OC)O)C)C)O)OC)C)C)C)OC. Cell line: OVCAR-4. Synergy scores: CSS=11.9, Synergy_ZIP=0.272, Synergy_Bliss=0.412, Synergy_Loewe=2.99, Synergy_HSA=3.01.